The task is: Predict the product of the given reaction.. This data is from Forward reaction prediction with 1.9M reactions from USPTO patents (1976-2016). Given the reactants [NH2:1][C:2]1[C:7]([CH3:8])=[CH:6][C:5]([N:9]([CH2:12][CH3:13])[CH2:10][CH3:11])=[CH:4][C:3]=1[S:14]S(=O)(=O)O.[OH:19][C:20]1[C:29]2[C:24](=[CH:25][CH:26]=[C:27]([OH:30])[CH:28]=2)[CH:23]=[CH:22][CH:21]=1.[Cr](O[Cr]([O-])(=O)=O)([O-])(=O)=O.[K+].[K+].Cl, predict the reaction product. The product is: [CH2:10]([N:9]([CH2:12][CH3:13])[C:5]1[CH:4]=[C:3]2[C:2](=[C:7]([CH3:8])[CH:6]=1)[N:1]=[C:23]1[C:22](=[CH:21][C:20](=[O:19])[C:29]3[CH:28]=[C:27]([OH:30])[CH:26]=[CH:25][C:24]=31)[S:14]2)[CH3:11].